Dataset: Peptide-MHC class I binding affinity with 185,985 pairs from IEDB/IMGT. Task: Regression. Given a peptide amino acid sequence and an MHC pseudo amino acid sequence, predict their binding affinity value. This is MHC class I binding data. (1) The peptide sequence is KADAVVADL. The MHC is HLA-A68:02 with pseudo-sequence HLA-A68:02. The binding affinity (normalized) is 0.0703. (2) The peptide sequence is SVRDRLARL. The binding affinity (normalized) is 0. The MHC is HLA-A01:01 with pseudo-sequence HLA-A01:01. (3) The peptide sequence is KMFNRASYF. The MHC is HLA-C06:02 with pseudo-sequence HLA-C06:02. The binding affinity (normalized) is 0.610. (4) The peptide sequence is RLDKPLWLH. The MHC is HLA-B46:01 with pseudo-sequence HLA-B46:01. The binding affinity (normalized) is 0.0847. (5) The peptide sequence is IYDYLRLLY. The MHC is HLA-A01:01 with pseudo-sequence HLA-A01:01. The binding affinity (normalized) is 0.210. (6) The peptide sequence is ADNLITEML. The binding affinity (normalized) is 0.129. The MHC is HLA-B44:03 with pseudo-sequence HLA-B44:03.